From a dataset of Full USPTO retrosynthesis dataset with 1.9M reactions from patents (1976-2016). Predict the reactants needed to synthesize the given product. (1) Given the product [O:1]1[C:2]2[CH:11]=[CH:10][C:5]([C:6]([O:8][CH3:9])=[O:7])=[CH:4][C:3]=2[CH:12]=[CH:13]1, predict the reactants needed to synthesize it. The reactants are: [OH:1][C:2]1[CH:11]=[CH:10][C:5]([C:6]([O:8][CH3:9])=[O:7])=[CH:4][C:3]=1[C:12]#[C:13][Si](C)(C)C.C(NC(C)C)(C)C. (2) Given the product [Cl:1][C:2]1[CH:3]=[C:4]([C:9]2[C:14]([C:15]3[CH:16]=[CH:17][C:18]4[N:19]=[CH:20][N:21]=[C:22]([NH2:26])[C:23]=4[N:24]=3)=[CH:13][CH:12]=[CH:11][N:10]=2)[CH:5]=[CH:6][C:7]=1[F:8], predict the reactants needed to synthesize it. The reactants are: [Cl:1][C:2]1[CH:3]=[C:4]([C:9]2[C:14]([C:15]3[CH:16]=[CH:17][C:18]4[N:19]=[CH:20][NH:21][C:22](=O)[C:23]=4[N:24]=3)=[CH:13][CH:12]=[CH:11][N:10]=2)[CH:5]=[CH:6][C:7]=1[F:8].[N:26]1P(Cl)(Cl)=NP(Cl)(Cl)=NP(Cl)(Cl)=NP=1(Cl)Cl.CCN(C(C)C)C(C)C.N. (3) Given the product [CH2:2]([O:9][CH2:10][CH:11]([O:13][C:14]1[C:15]2[B:47]([OH:46])[O:37][C@H:20]([CH2:21][N:22]([CH2:30][C:31]3[CH:32]=[CH:33][CH:34]=[CH:35][CH:36]=3)[CH2:23][C:24]3[CH:29]=[CH:28][CH:27]=[CH:26][CH:25]=3)[C:16]=2[CH:17]=[CH:18][CH:19]=1)[CH3:12])[C:3]1[CH:8]=[CH:7][CH:6]=[CH:5][CH:4]=1, predict the reactants needed to synthesize it. The reactants are: Cl.[CH2:2]([O:9][CH2:10][CH:11]([O:13][C:14]1[CH:15]=[C:16]([C@H:20]([OH:37])[CH2:21][N:22]([CH2:30][C:31]2[CH:36]=[CH:35][CH:34]=[CH:33][CH:32]=2)[CH2:23][C:24]2[CH:29]=[CH:28][CH:27]=[CH:26][CH:25]=2)[CH:17]=[CH:18][CH:19]=1)[CH3:12])[C:3]1[CH:8]=[CH:7][CH:6]=[CH:5][CH:4]=1.C([Li])CCC.C([O:46][B:47]1OC(C)(C)C(C)(C)O1)(C)C.C(=O)(O)[O-].[Na+]. (4) Given the product [NH2:2][C:3]1[S:4][C:5]([C:11]([NH:16][NH2:17])=[O:13])=[C:6]([CH:8]2[CH2:10][CH2:9]2)[N:7]=1, predict the reactants needed to synthesize it. The reactants are: Br.[NH2:2][C:3]1[S:4][C:5]([C:11]([O:13]C)=O)=[C:6]([CH:8]2[CH2:10][CH2:9]2)[N:7]=1.O.[NH2:16][NH2:17]. (5) The reactants are: [NH2:1][C:2]1[C:11]2[C:6](=[CH:7][CH:8]=[CH:9][CH:10]=2)[CH:5]=[CH:4][C:3]=1[C:12]([OH:21])([C:17]([F:20])([F:19])[F:18])[C:13]([F:16])([F:15])[F:14].[Cl:22][C:23]1[CH:31]=[CH:30][CH:29]=[CH:28][C:24]=1[C:25](Cl)=[O:26]. Given the product [Cl:22][C:23]1[CH:31]=[CH:30][CH:29]=[CH:28][C:24]=1[C:25]([NH:1][C:2]1[C:11]2[C:6](=[CH:7][CH:8]=[CH:9][CH:10]=2)[CH:5]=[CH:4][C:3]=1[C:12]([OH:21])([C:13]([F:14])([F:15])[F:16])[C:17]([F:18])([F:19])[F:20])=[O:26], predict the reactants needed to synthesize it. (6) Given the product [CH3:36][O:35][C:33]([C:32]1[C:3]([OH:2])=[C:5]2[C:6](=[CH:20][N:21]=1)[N:7]([CH2:13][C:14]1[CH:19]=[CH:18][CH:17]=[CH:16][CH:15]=1)[C:8](=[O:12])[C:9]([Br:11])=[CH:10]2)=[O:34], predict the reactants needed to synthesize it. The reactants are: C[O:2][C:3]([C:5]1[CH:10]=[C:9]([Br:11])[C:8](=[O:12])[N:7]([CH2:13][C:14]2[CH:19]=[CH:18][CH:17]=[CH:16][CH:15]=2)[C:6]=1[CH2:20][N:21]([CH2:32][C:33]([O:35][CH3:36])=[O:34])S(C1C=CC(C)=CC=1)(=O)=O)=O.C[O-].[Na+].[NH4+].[Cl-].Cl. (7) Given the product [C:1]1([C:7]2[NH:15][C:14]3[C:9](=[N:10][CH:11]=[CH:12][CH:13]=3)[CH:8]=2)[CH:2]=[CH:3][CH:4]=[CH:5][CH:6]=1, predict the reactants needed to synthesize it. The reactants are: [C:1]1([C:7]#[C:8][C:9]2[C:14]([NH2:15])=[CH:13][CH:12]=[CH:11][N:10]=2)[CH:6]=[CH:5][CH:4]=[CH:3][CH:2]=1.